From a dataset of Catalyst prediction with 721,799 reactions and 888 catalyst types from USPTO. Predict which catalyst facilitates the given reaction. Reactant: [N:1]1([CH2:6][CH2:7][C:8]#[C:9][C:10]2[N:11]=[N:12][C:13]([O:16][CH2:17][C:18]3[N:19]=[C:20]([CH:23]=[CH:24][C:25]4[CH:30]=[CH:29][C:28]([C:31]([F:34])([F:33])[F:32])=[CH:27][CH:26]=4)[O:21][CH:22]=3)=[CH:14][CH:15]=2)[CH:5]=[CH:4][N:3]=[N:2]1. Product: [N:1]1([CH2:6][CH2:7][CH:8]=[CH:9][C:10]2[N:11]=[N:12][C:13]([O:16][CH2:17][C:18]3[N:19]=[C:20]([CH:23]=[CH:24][C:25]4[CH:26]=[CH:27][C:28]([C:31]([F:34])([F:33])[F:32])=[CH:29][CH:30]=4)[O:21][CH:22]=3)=[CH:14][CH:15]=2)[CH:5]=[CH:4][N:3]=[N:2]1. The catalyst class is: 78.